Task: Predict the product of the given reaction.. Dataset: Forward reaction prediction with 1.9M reactions from USPTO patents (1976-2016) (1) Given the reactants [C:1]([O:5][C:6]([NH:8][CH2:9][CH:10]([CH2:14][C:15]1[CH:16]=[N:17][C:18]([O:21][CH3:22])=[CH:19][CH:20]=1)[C:11]([OH:13])=O)=[O:7])([CH3:4])([CH3:3])[CH3:2].CN(C(ON1N=NC2C=CC=NC1=2)=[N+](C)C)C.F[P-](F)(F)(F)(F)F.[F:47][C:48]1[CH:53]=[C:52]([C:54]2[CH:59]=[CH:58][N:57]=[C:56]([NH:60][C:61]3[N:62]([CH3:66])[N:63]=[CH:64][CH:65]=3)[N:55]=2)[CH:51]=[C:50]([NH:67][NH2:68])[N:49]=1.CCN(C(C)C)C(C)C, predict the reaction product. The product is: [F:47][C:48]1[N:49]=[C:50]([NH:67][NH:68][C:11](=[O:13])[CH:10]([CH2:14][C:15]2[CH:16]=[N:17][C:18]([O:21][CH3:22])=[CH:19][CH:20]=2)[CH2:9][NH:8][C:6](=[O:7])[O:5][C:1]([CH3:2])([CH3:3])[CH3:4])[CH:51]=[C:52]([C:54]2[CH:59]=[CH:58][N:57]=[C:56]([NH:60][C:61]3[N:62]([CH3:66])[N:63]=[CH:64][CH:65]=3)[N:55]=2)[CH:53]=1. (2) The product is: [Cl:21][C:14]1[C:13](=[O:15])[NH:12][CH:11]=[C:10]([C:16]([O:18][CH3:19])=[O:17])[C:9]=1[NH:8][C:6]1[CH:7]=[C:2]([Cl:1])[CH:3]=[CH:4][C:5]=1[CH3:20]. Given the reactants [Cl:1][C:2]1[CH:3]=[CH:4][C:5]([CH3:20])=[C:6]([NH:8][C:9]2[C:10]([C:16]([O:18][CH3:19])=[O:17])=[CH:11][NH:12][C:13](=[O:15])[CH:14]=2)[CH:7]=1.[Cl:21]N1C(=O)CCC1=O.O, predict the reaction product. (3) The product is: [CH:1]12[O:8][CH:5]([CH2:6][CH2:7]1)[CH2:4][N:3]([C:9]1[N:14]=[C:13]([N:15]3[CH2:20][CH2:19][CH:18]([NH:48][CH2:47][CH2:45][OH:46])[CH2:17][CH2:16]3)[N:12]=[C:11]([C:22]3[CH:27]=[CH:26][C:25]([NH:28][C:29]([NH:31][C:32]4[CH:37]=[CH:36][N:35]=[CH:34][CH:33]=4)=[O:30])=[CH:24][CH:23]=3)[N:10]=1)[CH2:2]2. Given the reactants [CH:1]12[O:8][CH:5]([CH2:6][CH2:7]1)[CH2:4][N:3]([C:9]1[N:14]=[C:13]([N:15]3[CH2:20][CH2:19][C:18](=O)[CH2:17][CH2:16]3)[N:12]=[C:11]([C:22]3[CH:27]=[CH:26][C:25]([NH:28][C:29]([NH:31][C:32]4[CH:37]=[CH:36][N:35]=[CH:34][CH:33]=4)=[O:30])=[CH:24][CH:23]=3)[N:10]=1)[CH2:2]2.C(O)(C(F)(F)F)=O.[CH2:45]([CH2:47][NH2:48])[OH:46], predict the reaction product. (4) Given the reactants [C:1]([O:5][C:6](=[O:34])[NH:7][C@H:8]([CH2:32][OH:33])[C@@H:9]([O:24][CH2:25][C:26]1[CH:31]=[CH:30][CH:29]=[CH:28][CH:27]=1)[C@@H:10]([NH:20][C:21](=[O:23])[CH3:22])[CH2:11][C:12]1[CH:17]=[C:16]([F:18])[CH:15]=[C:14]([F:19])[CH:13]=1)([CH3:4])([CH3:3])[CH3:2].[CH3:35][C:36]([CH3:43])([CH3:42])[CH2:37][CH2:38][O:39][CH:40]=[CH2:41].[I:44]N1C(=O)CCC1=O, predict the reaction product. The product is: [C:1]([O:5][C:6](=[O:34])[NH:7][C@H:8]([CH2:32][O:33][CH:40]([O:39][CH2:38][CH2:37][C:36]([CH3:43])([CH3:42])[CH3:35])[CH2:41][I:44])[C@@H:9]([O:24][CH2:25][C:26]1[CH:31]=[CH:30][CH:29]=[CH:28][CH:27]=1)[C@@H:10]([NH:20][C:21](=[O:23])[CH3:22])[CH2:11][C:12]1[CH:13]=[C:14]([F:19])[CH:15]=[C:16]([F:18])[CH:17]=1)([CH3:2])([CH3:4])[CH3:3]. (5) Given the reactants [N:1]1[CH:2]=[CH:3][N:4]2[CH:9]=[C:8]([C:10]3[CH:20]=[CH:19][C:13]([C:14]([O:16][CH2:17][CH3:18])=[O:15])=[CH:12][CH:11]=3)[CH:7]=[CH:6][C:5]=12.C1C(=O)N([I:28])C(=O)C1.O, predict the reaction product. The product is: [I:28][C:3]1[N:4]2[CH:9]=[C:8]([C:10]3[CH:11]=[CH:12][C:13]([C:14]([O:16][CH2:17][CH3:18])=[O:15])=[CH:19][CH:20]=3)[CH:7]=[CH:6][C:5]2=[N:1][CH:2]=1. (6) Given the reactants CN(C=O)C.[Br:6][C:7]1[C:8]([Cl:26])=[CH:9][C:10]([OH:25])=[C:11]([CH:24]=1)[C:12]([N:14]([C:16]1[CH:21]=[CH:20][CH:19]=[CH:18][C:17]=1[O:22][CH3:23])[CH3:15])=[O:13].Br[CH2:28][CH2:29][CH2:30][C:31]#[N:32].C([O-])([O-])=O.[K+].[K+], predict the reaction product. The product is: [Br:6][C:7]1[C:8]([Cl:26])=[CH:9][C:10]([O:25][CH2:28][CH2:29][CH2:30][C:31]#[N:32])=[C:11]([CH:24]=1)[C:12]([N:14]([C:16]1[CH:21]=[CH:20][CH:19]=[CH:18][C:17]=1[O:22][CH3:23])[CH3:15])=[O:13]. (7) Given the reactants C1N2CN3CN(C2)C[N:2]1C3.Br[CH2:12][C:13]1[CH:14]=[C:15]([CH:21]=[C:22]([O:24][CH3:25])[N:23]=1)[C:16]([O:18][CH2:19][CH3:20])=[O:17], predict the reaction product. The product is: [NH2:2][CH2:12][C:13]1[CH:14]=[C:15]([CH:21]=[C:22]([O:24][CH3:25])[N:23]=1)[C:16]([O:18][CH2:19][CH3:20])=[O:17]. (8) Given the reactants [F:1][CH:2]([F:30])[CH2:3][N:4]1[CH2:9][C:8]2([CH2:14][CH2:13][N:12]([C:15]([O:17][C:18]([CH3:21])([CH3:20])[CH3:19])=[O:16])[CH2:11][CH2:10]2)[O:7][CH:6]([C:22](=[O:29])[NH:23][CH2:24][CH:25]([OH:28])CO)[CH2:5]1.O, predict the reaction product. The product is: [F:30][CH:2]([F:1])[CH2:3][N:4]1[CH2:9][C:8]2([CH2:14][CH2:13][N:12]([C:15]([O:17][C:18]([CH3:21])([CH3:19])[CH3:20])=[O:16])[CH2:11][CH2:10]2)[O:7][CH:6]([C:22](=[O:29])[NH:23][CH2:24][CH:25]=[O:28])[CH2:5]1.